From a dataset of Retrosynthesis with 50K atom-mapped reactions and 10 reaction types from USPTO. Predict the reactants needed to synthesize the given product. The reactants are: COC(=O)[C@@H](NC(=O)c1ccc(C#C/C=C/C(O)CO)cc1)C(C)(C)N.NO. Given the product CC(C)(N)[C@H](NC(=O)c1ccc(C#C/C=C/C(O)CO)cc1)C(=O)NO, predict the reactants needed to synthesize it.